The task is: Predict which catalyst facilitates the given reaction.. This data is from Catalyst prediction with 721,799 reactions and 888 catalyst types from USPTO. Reactant: [CH:1]1([C@@H:7]([NH:11][C:12](=[O:48])[CH2:13][NH:14][C:15](=[O:47])[CH2:16][O:17][C:18]2[CH:23]=[CH:22][C:21]([C@@H:24]3[C@@H:27]([S:28][CH2:29][C:30]([C:32]4[CH:37]=[CH:36][C:35]([F:38])=[CH:34][CH:33]=4)=[O:31])[C:26](=[O:39])[N:25]3[C:40]3[CH:45]=[CH:44][C:43]([F:46])=[CH:42][CH:41]=3)=[CH:20][CH:19]=2)[C:8]([OH:10])=[O:9])[CH2:6][CH2:5][CH2:4][CH2:3][CH2:2]1. Product: [CH:1]1([C@@H:7]([NH:11][C:12](=[O:48])[CH2:13][NH:14][C:15](=[O:47])[CH2:16][O:17][C:18]2[CH:19]=[CH:20][C:21]([C@@H:24]3[C@@H:27]([S:28][CH2:29][CH:30]([C:32]4[CH:33]=[CH:34][C:35]([F:38])=[CH:36][CH:37]=4)[OH:31])[C:26](=[O:39])[N:25]3[C:40]3[CH:41]=[CH:42][C:43]([F:46])=[CH:44][CH:45]=3)=[CH:22][CH:23]=2)[C:8]([OH:10])=[O:9])[CH2:6][CH2:5][CH2:4][CH2:3][CH2:2]1. The catalyst class is: 130.